From a dataset of Full USPTO retrosynthesis dataset with 1.9M reactions from patents (1976-2016). Predict the reactants needed to synthesize the given product. (1) Given the product [Br:1][C:2]1[N:10]=[CH:9][CH:8]=[CH:7][C:3]=1[C:4]([NH:29][C:28]1[CH:30]=[CH:31][CH:32]=[C:26]([C:22]([CH3:25])([CH3:24])[CH3:23])[CH:27]=1)=[O:6], predict the reactants needed to synthesize it. The reactants are: [Br:1][C:2]1[N:10]=[CH:9][CH:8]=[CH:7][C:3]=1[C:4]([OH:6])=O.CCN=C=NCCCN(C)C.[C:22]([C:26]1[CH:27]=[C:28]([CH:30]=[CH:31][CH:32]=1)[NH2:29])([CH3:25])([CH3:24])[CH3:23].C(=O)(O)[O-].[Na+]. (2) Given the product [CH3:26][O:25][N:24]([CH3:23])[C:19]([CH:16]1[CH2:15][CH2:14][O:13][CH2:18][CH2:17]1)=[O:21], predict the reactants needed to synthesize it. The reactants are: C(N1C=CN=C1)(N1C=CN=C1)=O.[O:13]1[CH2:18][CH2:17][CH:16]([C:19]([OH:21])=O)[CH2:15][CH2:14]1.Cl.[CH3:23][NH:24][O:25][CH3:26]. (3) The reactants are: Cl[C:2]1[N:7]=[C:6]2[NH:8][N:9]=[CH:10][C:5]2=[C:4]([NH:11][CH:12]2[CH2:14][CH2:13]2)[N:3]=1.[O:15]1[CH2:20][CH2:19][N:18]([C:21]2[CH:27]=[CH:26][C:24]([NH2:25])=[CH:23][CH:22]=2)[CH2:17][CH2:16]1. Given the product [CH:12]1([NH:11][C:4]2[N:3]=[C:2]([NH:25][C:24]3[CH:23]=[CH:22][C:21]([N:18]4[CH2:19][CH2:20][O:15][CH2:16][CH2:17]4)=[CH:27][CH:26]=3)[N:7]=[C:6]3[NH:8][N:9]=[CH:10][C:5]=23)[CH2:14][CH2:13]1, predict the reactants needed to synthesize it.